This data is from Forward reaction prediction with 1.9M reactions from USPTO patents (1976-2016). The task is: Predict the product of the given reaction. (1) Given the reactants Br[C:2]1[CH:7]=[CH:6][C:5]([N:8]2[C:17](=[O:18])[C:16]3[C:11](=[CH:12][CH:13]=[CH:14][CH:15]=3)[N:10]=[C:9]2[CH:19]([N:21]([CH3:35])[S:22]([C:25]2[CH:30]=[CH:29][C:28]([C:31]([CH3:34])([CH3:33])[CH3:32])=[CH:27][CH:26]=2)(=[O:24])=[O:23])[CH3:20])=[CH:4][CH:3]=1.C([O-])([O-])=O.[K+].[K+].[C:42]1(B(O)O)[CH:47]=[CH:46][CH:45]=[CH:44][CH:43]=1.C1(P(C2C=CC=CC=2)C2C=CC=CC=2)C=CC=CC=1.C(Cl)(Cl)Cl, predict the reaction product. The product is: [C:2]1([C:42]2[CH:47]=[CH:46][CH:45]=[CH:44][CH:43]=2)[CH:7]=[CH:6][C:5]([N:8]2[C:17](=[O:18])[C:16]3[C:11](=[CH:12][CH:13]=[CH:14][CH:15]=3)[N:10]=[C:9]2[CH:19]([N:21]([CH3:35])[S:22]([C:25]2[CH:30]=[CH:29][C:28]([C:31]([CH3:34])([CH3:33])[CH3:32])=[CH:27][CH:26]=2)(=[O:24])=[O:23])[CH3:20])=[CH:4][CH:3]=1. (2) Given the reactants C1(S([N:10]2[CH:14]=[C:13]([C:15]([C:17]3[CH:22]=[C:21]([O:23][CH3:24])[C:20]([O:25][CH3:26])=[C:19]([O:27][CH3:28])[CH:18]=3)=[O:16])[N:12]=[C:11]2[C:29]2[CH:34]=[CH:33][C:32]([CH3:35])=[CH:31][CH:30]=2)(=O)=O)C=CC=CC=1.[F-].C([N+](CCCC)(CCCC)CCCC)CCC.C([O-])(O)=O.[Na+], predict the reaction product. The product is: [C:32]1([CH3:35])[CH:31]=[CH:30][C:29]([C:11]2[NH:10][CH:14]=[C:13]([C:15]([C:17]3[CH:22]=[C:21]([O:23][CH3:24])[C:20]([O:25][CH3:26])=[C:19]([O:27][CH3:28])[CH:18]=3)=[O:16])[N:12]=2)=[CH:34][CH:33]=1. (3) The product is: [CH3:35][C:31]1([CH3:36])[CH2:30][CH2:29][C:28]([CH3:38])([CH3:37])[C:27]2[CH:26]=[C:25](/[C:40](/[CH3:44])=[CH:41]\[CH2:42][OH:43])[CH:34]=[CH:33][C:32]1=2. Given the reactants B1(B2OC(C)(C)C(C)(C)O2)OC(C)(C)C(C)(C)O1.C([O-])(=O)C.[K+].Br[C:25]1[CH:26]=[C:27]2[C:32](=[CH:33][CH:34]=1)[C:31]([CH3:36])([CH3:35])[CH2:30][CH2:29][C:28]2([CH3:38])[CH3:37].I/[C:40](/[CH3:44])=[CH:41]\[CH2:42][OH:43].C([O-])([O-])=O.[Na+].[Na+], predict the reaction product.